The task is: Predict the reactants needed to synthesize the given product.. This data is from Full USPTO retrosynthesis dataset with 1.9M reactions from patents (1976-2016). (1) Given the product [CH:47]1([C:53]2[C:23]3[CH:22]=[CH:21][C:20]([C:18]([NH:17][C:14]([C:13]4[NH:12][C:3]5[CH:4]=[C:5]([C:6]([O:8][CH3:9])=[O:7])[CH:10]=[CH:11][C:2]=5[N:1]=4)([CH3:16])[CH3:15])=[O:19])=[CH:45][C:24]=3[N:25]3[C:31]=2[C:30]2[CH:39]=[CH:40][C:41]([O:43][CH3:44])=[CH:42][C:29]=2[O:28][CH2:27][CH2:26]3)[CH2:52][CH2:51][CH2:50][CH2:49][CH2:48]1, predict the reactants needed to synthesize it. The reactants are: [NH2:1][C:2]1[CH:11]=[CH:10][C:5]([C:6]([O:8][CH3:9])=[O:7])=[CH:4][C:3]=1[NH:12][C:13](=O)[C:14]([NH:17][C:18]([C:20]1[CH:21]=[CH:22][C:23]2C(C3CCCCC3)=[C:31]3[N:25]([CH2:26][CH2:27][O:28][C:29]4[CH:42]=[C:41]([O:43][CH3:44])[CH:40]=[CH:39][C:30]=43)[C:24]=2[CH:45]=1)=[O:19])([CH3:16])[CH3:15].[C:47]1([CH3:53])[CH:52]=[CH:51][CH:50]=[CH:49][CH:48]=1. (2) The reactants are: CC(C)(C)OC([NH:6][CH2:7][C:8]1[CH:9]=[CH:10][C:11]2[CH2:18][CH:17]([CH3:19])[O:16][CH2:15][CH2:14][N:13]([C:20]3[CH:25]=[CH:24][CH:23]=[CH:22][CH:21]=3)[C:12]=2[CH:26]=1)=O.C(O)(C(F)(F)F)=O. Given the product [CH3:19][CH:17]1[CH2:18][C:11]2[CH:10]=[CH:9][C:8]([CH2:7][NH2:6])=[CH:26][C:12]=2[N:13]([C:20]2[CH:25]=[CH:24][CH:23]=[CH:22][CH:21]=2)[CH2:14][CH2:15][O:16]1, predict the reactants needed to synthesize it. (3) Given the product [C:16]([O:20][C:21](=[O:22])[N:23]([CH:24]([C:25](=[O:27])[NH:38][C:33]1[CH:32]=[C:31]([Br:30])[CH:36]=[C:35]([NH2:37])[N:34]=1)[CH3:28])[CH3:29])([CH3:17])([CH3:18])[CH3:19], predict the reactants needed to synthesize it. The reactants are: C1(N=C=NC2CCCCC2)CCCCC1.[C:16]([O:20][C:21]([N:23]([CH3:29])[CH:24]([CH3:28])[C:25]([OH:27])=O)=[O:22])([CH3:19])([CH3:18])[CH3:17].[Br:30][C:31]1[CH:36]=[C:35]([NH2:37])[N:34]=[C:33]([NH2:38])[CH:32]=1.CN1C(=O)CCC1. (4) Given the product [C:1]([N:4]1[CH2:8][C@@H:7]([NH2:9])[CH2:6][C@H:5]1[CH2:12][OH:13])(=[O:3])[CH3:2], predict the reactants needed to synthesize it. The reactants are: [C:1]([N:4]1[CH2:8][CH:7]([N:9]=[N+]=[N-])[CH2:6][CH:5]1[CH2:12][OH:13])(=[O:3])[CH3:2].[H][H]. (5) Given the product [CH3:20][C:21]1[CH:27]=[C:26]([CH3:28])[CH:25]=[CH:24][C:22]=1[NH:23][S:12]([C:9]1[C:10]2[C:5](=[CH:4][CH:3]=[C:2]([OH:1])[CH:11]=2)[CH:6]=[C:7]([S:16]([NH:23][C:22]2[CH:24]=[CH:25][C:26]([CH3:28])=[CH:27][C:21]=2[CH3:20])(=[O:18])=[O:17])[CH:8]=1)(=[O:14])=[O:13], predict the reactants needed to synthesize it. The reactants are: [OH:1][C:2]1[CH:11]=[C:10]2[C:5]([CH:6]=[C:7]([S:16](Cl)(=[O:18])=[O:17])[CH:8]=[C:9]2[S:12](Cl)(=[O:14])=[O:13])=[CH:4][CH:3]=1.[CH3:20][C:21]1[CH:27]=[C:26]([CH3:28])[CH:25]=[CH:24][C:22]=1[NH2:23]. (6) Given the product [CH2:17]([O:16][C:14]([C:2]1[CH:3]=[CH:4][C:5](=[O:8])[NH:6][N:7]=1)=[CH2:15])[CH3:18], predict the reactants needed to synthesize it. The reactants are: Cl[C:2]1[CH:3]=[CH:4][C:5](=[O:8])[NH:6][N:7]=1.C([Sn](CCCC)(CCCC)[C:14]([O:16][CH2:17][CH3:18])=[CH2:15])CCC. (7) Given the product [Br:5][C:6]1[CH:12]=[CH:11][C:9]([N:10]=[C:1]=[S:2])=[CH:8][CH:7]=1, predict the reactants needed to synthesize it. The reactants are: [C:1](Cl)(Cl)=[S:2].[Br:5][C:6]1[CH:12]=[CH:11][C:9]([NH2:10])=[CH:8][CH:7]=1.[OH-].[Na+]. (8) Given the product [C:7]1([CH:6]2[CH2:5][NH:4][CH2:3][CH:2]2[OH:1])[CH:8]=[CH:9][CH:10]=[CH:11][CH:12]=1, predict the reactants needed to synthesize it. The reactants are: [OH:1][CH:2]1[CH:6]([C:7]2[CH:12]=[CH:11][CH:10]=[CH:9][CH:8]=2)[CH2:5][N:4](C(OCC2C=CC=CC=2)=O)[CH2:3]1.CO. (9) Given the product [CH2:20]([C:14]([CH3:24])([CH2:13][C:12]1[CH:11]=[CH:10][C:9]([OH:8])=[CH:26][CH:25]=1)[C:15]([O:17][CH2:18][CH3:19])=[O:16])[CH2:21][CH2:22][CH3:23], predict the reactants needed to synthesize it. The reactants are: C([O:8][C:9]1[CH:26]=[CH:25][C:12]([CH2:13][C:14]([CH3:24])([CH2:20][CH2:21][CH2:22][CH3:23])[C:15]([O:17][CH2:18][CH3:19])=[O:16])=[CH:11][CH:10]=1)C1C=CC=CC=1.